Task: Predict the product of the given reaction.. Dataset: Forward reaction prediction with 1.9M reactions from USPTO patents (1976-2016) (1) Given the reactants [NH2:1][C:2]1[C:27]([NH:28][C:29]2[CH:34]=[CH:33][C:32]([I:35])=[CH:31][C:30]=2[F:36])=[CH:26][C:25]([F:37])=[CH:24][C:3]=1[O:4][C:5]1[CH:6]=[C:7]([CH:21]=[CH:22][CH:23]=1)[CH2:8][NH:9][S:10]([NH:13][C:14](=[O:20])[O:15][C:16]([CH3:19])([CH3:18])[CH3:17])(=[O:12])=[O:11].[CH:38]1([S:41](Cl)(=[O:43])=[O:42])[CH2:40][CH2:39]1, predict the reaction product. The product is: [CH:38]1([S:41]([NH:1][C:2]2[C:27]([NH:28][C:29]3[CH:34]=[CH:33][C:32]([I:35])=[CH:31][C:30]=3[F:36])=[CH:26][C:25]([F:37])=[CH:24][C:3]=2[O:4][C:5]2[CH:6]=[C:7]([CH:21]=[CH:22][CH:23]=2)[CH2:8][NH:9][S:10]([NH:13][C:14](=[O:20])[O:15][C:16]([CH3:19])([CH3:18])[CH3:17])(=[O:12])=[O:11])(=[O:43])=[O:42])[CH2:40][CH2:39]1. (2) The product is: [Cl:7][C:8]1[C:9]([O:17][CH2:18][C:19]2[CH:24]=[CH:23][CH:22]=[C:21]([C:25]3[CH:34]=[CH:33][C:28]4[O:29][CH2:30][CH2:31][O:32][C:27]=4[CH:26]=3)[C:20]=2[CH3:35])=[CH:10][C:11]([O:16][CH2:37][C:38]2[CH:39]=[N:40][CH:41]=[C:42]([CH:45]=2)[C:43]#[N:44])=[C:12]([CH:13]=[O:14])[CH:15]=1. Given the reactants C(=O)([O-])[O-].[Cs+].[Cs+].[Cl:7][C:8]1[C:9]([O:17][CH2:18][C:19]2[CH:24]=[CH:23][CH:22]=[C:21]([C:25]3[CH:34]=[CH:33][C:28]4[O:29][CH2:30][CH2:31][O:32][C:27]=4[CH:26]=3)[C:20]=2[CH3:35])=[CH:10][C:11]([OH:16])=[C:12]([CH:15]=1)[CH:13]=[O:14].Cl[CH2:37][C:38]1[CH:39]=[N:40][CH:41]=[C:42]([CH:45]=1)[C:43]#[N:44].Cl, predict the reaction product. (3) The product is: [CH3:9][O:8][C:5]1[CH:4]=[CH:3][C:2]([O:1][C:11]2[CH:16]=[CH:15][C:14]([C:17]([F:20])([F:19])[F:18])=[CH:13][N:12]=2)=[CH:7][N:6]=1. Given the reactants [OH:1][C:2]1[CH:3]=[CH:4][C:5]([O:8][CH3:9])=[N:6][CH:7]=1.Cl[C:11]1[CH:16]=[CH:15][C:14]([C:17]([F:20])([F:19])[F:18])=[CH:13][N:12]=1.[OH-].[K+].O, predict the reaction product. (4) Given the reactants [CH2:1]([O:3][C:4](=[O:21])[CH2:5][CH:6]1[CH2:11][CH2:10][N:9]([C:12]2[CH:17]=[CH:16][C:15]([N+:18]([O-])=O)=[CH:14][CH:13]=2)[CH2:8][CH2:7]1)[CH3:2].[H][H], predict the reaction product. The product is: [CH2:1]([O:3][C:4](=[O:21])[CH2:5][CH:6]1[CH2:7][CH2:8][N:9]([C:12]2[CH:17]=[CH:16][C:15]([NH2:18])=[CH:14][CH:13]=2)[CH2:10][CH2:11]1)[CH3:2]. (5) Given the reactants Cl.Cl.[CH2:3]([CH:5]1[CH2:10][NH:9][CH2:8][CH2:7][NH:6]1)[CH3:4].C(N(CC)CC)C.[C:18]([O:22][C:23](O[C:23]([O:22][C:18]([CH3:21])([CH3:20])[CH3:19])=[O:24])=[O:24])([CH3:21])([CH3:20])[CH3:19], predict the reaction product. The product is: [C:18]([O:22][C:23]([N:9]1[CH2:8][CH2:7][NH:6][CH:5]([CH2:3][CH3:4])[CH2:10]1)=[O:24])([CH3:21])([CH3:20])[CH3:19]. (6) Given the reactants [CH3:1][C:2]1[CH:3]=[C:4]([CH:7]=[CH:8][CH:9]=1)[CH2:5][OH:6].[C:10](O)(=[O:14])[CH:11]([CH3:13])[CH3:12], predict the reaction product. The product is: [C:10]([O:6][CH2:5][C:4]1[CH:7]=[CH:8][CH:9]=[C:2]([CH3:1])[CH:3]=1)(=[O:14])[CH:11]([CH3:13])[CH3:12]. (7) Given the reactants [Cl-].[CH3:2][O:3][CH2:4][P+](C1C=CC=CC=1)(C1C=CC=CC=1)C1C=CC=CC=1.CC([O-])(C)C.[K+].[CH3:30][C:31]1([CH3:40])[O:37][C:36]([CH3:39])([CH3:38])[CH2:35][C:33](=O)[CH2:32]1.O, predict the reaction product. The product is: [CH3:2][O:3][CH:4]=[C:33]1[CH2:32][C:31]([CH3:40])([CH3:30])[O:37][C:36]([CH3:39])([CH3:38])[CH2:35]1. (8) Given the reactants [F:1][C:2]([F:13])([F:12])[C:3]1[N:8]=[CH:7][C:6]([CH2:9][C:10]#[N:11])=[CH:5][CH:4]=1.C1COCC1.C[Si]([N-][Si](C)(C)C)(C)C.[Na+].[O:29]1[CH2:34][CH2:33][C:32](=[O:35])[CH2:31][CH2:30]1.[NH4+].[Cl-], predict the reaction product. The product is: [OH:35][C:32]1([CH:9]([C:6]2[CH:7]=[N:8][C:3]([C:2]([F:12])([F:1])[F:13])=[CH:4][CH:5]=2)[C:10]#[N:11])[CH2:33][CH2:34][O:29][CH2:30][CH2:31]1. (9) The product is: [Br:1][C:2]1[C:11]2[C:6](=[C:7]([F:12])[CH:8]=[CH:9][CH:10]=2)[CH:5]=[CH:4][C:3]=1[CH3:13]. Given the reactants [Br:1][C:2]1[C:11]2[C:6](=[C:7]([F:12])[CH:8]=[CH:9][CH:10]=2)[CH:5]=[CH:4][C:3]=1[CH:13]=O.FC1C(B(C2C(F)=C(F)C(F)=C(F)C=2F)C2C(F)=C(F)C(F)=C(F)C=2F)=C(F)C(F)=C(F)C=1F.C([SiH](CC)CC)C, predict the reaction product. (10) Given the reactants [CH:1]([C:4]1[NH:8][N:7]=[C:6](N)[CH:5]=1)([CH3:3])[CH3:2].CC1C=CC(S(O)(=O)=O)=CC=1.N([O-])=O.[Na+].[I-:25].[Na+], predict the reaction product. The product is: [I:25][C:6]1[CH:5]=[C:4]([CH:1]([CH3:3])[CH3:2])[NH:8][N:7]=1.